The task is: Regression. Given two drug SMILES strings and cell line genomic features, predict the synergy score measuring deviation from expected non-interaction effect.. This data is from NCI-60 drug combinations with 297,098 pairs across 59 cell lines. (1) Drug 1: CCCCCOC(=O)NC1=NC(=O)N(C=C1F)C2C(C(C(O2)C)O)O. Drug 2: CCC1(C2=C(COC1=O)C(=O)N3CC4=CC5=C(C=CC(=C5CN(C)C)O)N=C4C3=C2)O.Cl. Cell line: 786-0. Synergy scores: CSS=33.4, Synergy_ZIP=1.05, Synergy_Bliss=1.24, Synergy_Loewe=-29.4, Synergy_HSA=-2.22. (2) Drug 1: CN(C)N=NC1=C(NC=N1)C(=O)N. Drug 2: CN(C(=O)NC(C=O)C(C(C(CO)O)O)O)N=O. Cell line: SF-539. Synergy scores: CSS=1.21, Synergy_ZIP=-1.20, Synergy_Bliss=-0.0218, Synergy_Loewe=-1.43, Synergy_HSA=0.187.